From a dataset of Reaction yield outcomes from USPTO patents with 853,638 reactions. Predict the reaction yield, written as a fraction of the theoretical maximum amount of product (1.0 means a 100% yield; for example, 0.34 means a 34% yield). (1) The reactants are [Cl:1][C:2]1[CH:10]=[C:9]2[C:5]([C:6]([C:11]([N:13]3[CH2:18][CH2:17][CH:16]([C:19]4[CH:24]=[CH:23][CH:22]=[CH:21][C:20]=4[O:25][CH3:26])[CH2:15][CH2:14]3)=[O:12])=[CH:7][NH:8]2)=[CH:4][CH:3]=1.[H-].[Na+].[CH3:29][S:30](Cl)(=[O:32])=[O:31]. The catalyst is CN(C)C=O. The product is [Cl:1][C:2]1[CH:10]=[C:9]2[C:5]([C:6]([C:11]([N:13]3[CH2:18][CH2:17][CH:16]([C:19]4[CH:24]=[CH:23][CH:22]=[CH:21][C:20]=4[O:25][CH3:26])[CH2:15][CH2:14]3)=[O:12])=[CH:7][N:8]2[S:30]([CH3:29])(=[O:32])=[O:31])=[CH:4][CH:3]=1. The yield is 0.170. (2) The reactants are [NH:1]1[CH2:6][CH2:5][O:4][CH2:3][CH2:2]1.[C:7]([O:11][CH3:12])(=O)[CH2:8][OH:9].[C:13]([O:17][C:18]([N:20]1[CH2:25][CH2:24][CH:23]([C:26]2[C:35]3[C:30](=[CH:31]C(F)=[CH:33][CH:34]=3)[N:29]=[CH:28][N:27]=2)[CH2:22][CH2:21]1)=[O:19])([CH3:16])([CH3:15])[CH3:14]. The catalyst is C1(C)C=CC=CC=1.C(Cl)Cl. The product is [C:13]([O:17][C:18]([N:20]1[CH2:25][CH2:24][CH:23]([C:26]2[C:35]3[C:30](=[CH:31][C:12]([O:11][CH2:7][C:8]([N:1]4[CH2:6][CH2:5][O:4][CH2:3][CH2:2]4)=[O:9])=[CH:33][CH:34]=3)[N:29]=[CH:28][N:27]=2)[CH2:22][CH2:21]1)=[O:19])([CH3:16])([CH3:15])[CH3:14]. The yield is 0.240. (3) The reactants are [C:1]([O:5][C:6](=[O:21])[NH:7][C:8]1[CH:13]=[C:12]([O:14][CH3:15])[C:11]([CH2:16]Br)=[C:10]([O:18][CH3:19])[C:9]=1[Br:20])([CH3:4])([CH3:3])[CH3:2].[NH:22]1[CH2:27][CH2:26][O:25][CH2:24][CH2:23]1. The catalyst is C1COCC1.O. The product is [C:1]([O:5][C:6](=[O:21])[NH:7][C:8]1[CH:13]=[C:12]([O:14][CH3:15])[C:11]([CH2:16][N:22]2[CH2:27][CH2:26][O:25][CH2:24][CH2:23]2)=[C:10]([O:18][CH3:19])[C:9]=1[Br:20])([CH3:4])([CH3:3])[CH3:2]. The yield is 0.880. (4) The reactants are C([O:5][C:6](=O)[CH2:7][C:8]1[N:16]2[C:11]([CH:12]=[CH:13][C:14]([CH2:17][N:18]([CH3:20])[CH3:19])=[CH:15]2)=[CH:10][C:9]=1[CH3:21])(C)(C)C.FC(F)(F)C(O)=O.C(C1NC=CN=1)(C1[NH:33]C=CN=1)=O. The catalyst is C(Cl)Cl. The product is [CH3:19][N:18]([CH2:17][C:14]1[CH:13]=[CH:12][C:11]2[N:16]([C:8]([CH2:7][C:6]([NH2:33])=[O:5])=[C:9]([CH3:21])[CH:10]=2)[CH:15]=1)[CH3:20]. The yield is 0.910. (5) The reactants are [Br:1][C:2]1[N:7]=[C:6]2[N:8](C(C3C=CC=CC=3)=O)[CH:9]=[CH:10][C:5]2=[C:4]([O:19][CH3:20])[CH:3]=1.[OH-].[Na+]. The catalyst is CO. The product is [Br:1][C:2]1[N:7]=[C:6]2[NH:8][CH:9]=[CH:10][C:5]2=[C:4]([O:19][CH3:20])[CH:3]=1. The yield is 0.960. (6) The reactants are [NH2:1][C:2]1[CH:7]=[CH:6][C:5]([C:8]2[C:16]3[C:15]([NH2:17])=[N:14][CH:13]=[N:12][C:11]=3[S:10][C:9]=2[CH3:18])=[CH:4][CH:3]=1.[C:19]1([N:25]=[C:26]=[O:27])[CH:24]=[CH:23][CH:22]=[CH:21][CH:20]=1. The catalyst is ClCCl. The product is [NH2:17][C:15]1[C:16]2[C:8]([C:5]3[CH:4]=[CH:3][C:2]([NH:1][C:26]([NH:25][C:19]4[CH:24]=[CH:23][CH:22]=[CH:21][CH:20]=4)=[O:27])=[CH:7][CH:6]=3)=[C:9]([CH3:18])[S:10][C:11]=2[N:12]=[CH:13][N:14]=1. The yield is 0.870. (7) The reactants are [OH:1][CH2:2][C@@H:3]([NH:11][C:12]1[CH:17]=[CH:16][NH:15][C:14](=[O:18])[C:13]=1[C:19]1[NH:23][C:22]2[CH:24]=[C:25]([N:29]3[CH2:34][CH2:33][NH:32][CH2:31][CH2:30]3)[CH:26]=[C:27]([CH3:28])[C:21]=2[N:20]=1)[CH2:4][C:5]1[CH:10]=[CH:9][CH:8]=[CH:7][CH:6]=1.[CH3:35][C:36]([CH3:38])=O.C1COCC1.[BH3-]C#N.[Na+]. The catalyst is CO. The product is [OH:1][CH2:2][C@@H:3]([NH:11][C:12]1[CH:17]=[CH:16][NH:15][C:14](=[O:18])[C:13]=1[C:19]1[NH:23][C:22]2[CH:24]=[C:25]([N:29]3[CH2:30][CH2:31][N:32]([CH:36]([CH3:38])[CH3:35])[CH2:33][CH2:34]3)[CH:26]=[C:27]([CH3:28])[C:21]=2[N:20]=1)[CH2:4][C:5]1[CH:6]=[CH:7][CH:8]=[CH:9][CH:10]=1. The yield is 0.440.